This data is from Reaction yield outcomes from USPTO patents with 853,638 reactions. The task is: Predict the reaction yield, written as a fraction of the theoretical maximum amount of product (1.0 means a 100% yield; for example, 0.34 means a 34% yield). The reactants are [N+:1]([C:4]1[C:5]([C:17]([F:20])([F:19])[F:18])=[CH:6][C:7]([C:11]#[C:12][Si](C)(C)C)=[C:8]([CH:10]=1)[NH2:9])([O-:3])=[O:2]. The catalyst is CN(C=O)C.[Cu]I. The product is [N+:1]([C:4]1[CH:10]=[C:8]2[C:7]([CH:11]=[CH:12][NH:9]2)=[CH:6][C:5]=1[C:17]([F:20])([F:19])[F:18])([O-:3])=[O:2]. The yield is 0.310.